This data is from Reaction yield outcomes from USPTO patents with 853,638 reactions. The task is: Predict the reaction yield, written as a fraction of the theoretical maximum amount of product (1.0 means a 100% yield; for example, 0.34 means a 34% yield). (1) The reactants are F[C:2]1[CH:7]=[C:6]([C:8]2[CH:9]=[C:10]3[C:16](I)=[CH:15][N:14]([S:18]([C:21]4[CH:27]=[CH:26][C:24]([CH3:25])=[CH:23][CH:22]=4)(=[O:20])=[O:19])[C:11]3=[N:12][CH:13]=2)[CH:5]=[CH:4][C:3]=1[CH:28]1[CH2:33][CH2:32][N:31]([C:34]([O:36][C:37]([CH3:40])([CH3:39])[CH3:38])=[O:35])[CH2:30][CH2:29]1.[F:41][C:42]1[CH:43]=[C:44]([CH:62]=[CH:63][CH:64]=1)[CH2:45][N:46]1[C:50]([CH3:51])=[C:49](B2OC(C)(C)C(C)(C)O2)[C:48]([CH3:61])=[N:47]1.C(=O)([O-])[O-].[Na+].[Na+]. The catalyst is C1(C)C=CC=CC=1.C(O)C.O.Cl[Pd](Cl)([P](C1C=CC=CC=1)(C1C=CC=CC=1)C1C=CC=CC=1)[P](C1C=CC=CC=1)(C1C=CC=CC=1)C1C=CC=CC=1. The product is [F:41][C:42]1[CH:43]=[C:44]([CH:62]=[CH:63][CH:64]=1)[CH2:45][N:46]1[C:50]([CH3:51])=[C:49]([C:16]2[C:10]3[C:11](=[N:12][CH:13]=[C:8]([C:6]4[CH:7]=[CH:2][C:3]([CH:28]5[CH2:29][CH2:30][N:31]([C:34]([O:36][C:37]([CH3:40])([CH3:39])[CH3:38])=[O:35])[CH2:32][CH2:33]5)=[CH:4][CH:5]=4)[CH:9]=3)[N:14]([S:18]([C:21]3[CH:27]=[CH:26][C:24]([CH3:25])=[CH:23][CH:22]=3)(=[O:20])=[O:19])[CH:15]=2)[C:48]([CH3:61])=[N:47]1. The yield is 0.836. (2) The reactants are [Si]([O:18][CH2:19][CH2:20][CH:21]1[CH2:23][CH:22]1[C@@H:24]([NH:29][C:30](=[O:39])[O:31][CH2:32][C:33]1[CH:38]=[CH:37][CH:36]=[CH:35][CH:34]=1)[CH2:25][CH:26]([CH3:28])[CH3:27])(C(C)(C)C)(C1C=CC=CC=1)C1C=CC=CC=1.CCCC[N+](CCCC)(CCCC)CCCC.[F-]. The yield is 0.920. The product is [OH:18][CH2:19][CH2:20][CH:21]1[CH2:23][CH:22]1[C@@H:24]([NH:29][C:30](=[O:39])[O:31][CH2:32][C:33]1[CH:34]=[CH:35][CH:36]=[CH:37][CH:38]=1)[CH2:25][CH:26]([CH3:27])[CH3:28]. The catalyst is C1COCC1.